This data is from Peptide-MHC class II binding affinity with 134,281 pairs from IEDB. The task is: Regression. Given a peptide amino acid sequence and an MHC pseudo amino acid sequence, predict their binding affinity value. This is MHC class II binding data. (1) The peptide sequence is DIIEGPVKNVAVPLY. The MHC is DRB1_1302 with pseudo-sequence DRB1_1302. The binding affinity (normalized) is 0.830. (2) The peptide sequence is GPLIEGNTSLLWNGP. The MHC is DRB1_0901 with pseudo-sequence DRB1_0901. The binding affinity (normalized) is 0.573. (3) The peptide sequence is YMDVISRRDQRGSGQ. The MHC is HLA-DQA10501-DQB10302 with pseudo-sequence HLA-DQA10501-DQB10302. The binding affinity (normalized) is 0.246. (4) The peptide sequence is MKDFDEPGHLAPTGM. The MHC is DRB1_0405 with pseudo-sequence DRB1_0405. The binding affinity (normalized) is 0.0967. (5) The peptide sequence is ENPVVHDFKNIVTPR. The MHC is DRB1_1501 with pseudo-sequence DRB1_1501. The binding affinity (normalized) is 0.441. (6) The peptide sequence is SGMAEATSLDTMAQM. The MHC is HLA-DQA10501-DQB10301 with pseudo-sequence HLA-DQA10501-DQB10301. The binding affinity (normalized) is 0.289. (7) The peptide sequence is LEKGRLYQIKIQYQRENPTE. The MHC is HLA-DPA10201-DPB10101 with pseudo-sequence HLA-DPA10201-DPB10101. The binding affinity (normalized) is 0.403.